From a dataset of Catalyst prediction with 721,799 reactions and 888 catalyst types from USPTO. Predict which catalyst facilitates the given reaction. (1) Reactant: [NH2:1][C@H:2]1[C:11]2[C:6](=[CH:7][CH:8]=[CH:9][CH:10]=2)[N:5]([C:12]([C:14]2[CH:24]=[CH:23][C:17]3[N:18]([CH3:22])[CH2:19][CH2:20][O:21][C:16]=3[CH:15]=2)=[O:13])[C@@H:4]([CH3:25])[CH2:3]1.[Cl:26][C:27]1[CH:32]=[CH:31][C:30](B(O)O)=[CH:29][CH:28]=1.C(N(CC)CC)C.[C:43](OCC)(=[O:45])[CH3:44]. Product: [Cl:26][C:27]1[CH:32]=[CH:31][C:30]([N:1]([C@H:2]2[C:11]3[C:6](=[CH:7][CH:8]=[CH:9][CH:10]=3)[N:5]([C:12]([C:14]3[CH:24]=[CH:23][C:17]4[N:18]([CH3:22])[CH2:19][CH2:20][O:21][C:16]=4[CH:15]=3)=[O:13])[C@@H:4]([CH3:25])[CH2:3]2)[C:43](=[O:45])[CH3:44])=[CH:29][CH:28]=1. The catalyst class is: 302. (2) Reactant: [NH:1]1[C:5]2[CH:6]=[CH:7][CH:8]=[CH:9][C:4]=2[N:3]=[C:2]1[C:10]([C:12]1[CH:35]=[CH:34][C:15]([O:16][C:17]2[C:18]([CH:23]3[CH2:26][N:25](C(OC(C)(C)C)=O)[CH2:24]3)=[N:19][CH:20]=[CH:21][N:22]=2)=[CH:14][CH:13]=1)=[O:11].FC(F)(F)C(O)=O. Product: [NH:25]1[CH2:26][CH:23]([C:18]2[C:17]([O:16][C:15]3[CH:34]=[CH:35][C:12]([C:10]([C:2]4[NH:1][C:5]5[CH:6]=[CH:7][CH:8]=[CH:9][C:4]=5[N:3]=4)=[O:11])=[CH:13][CH:14]=3)=[N:22][CH:21]=[CH:20][N:19]=2)[CH2:24]1. The catalyst class is: 2.